This data is from Reaction yield outcomes from USPTO patents with 853,638 reactions. The task is: Predict the reaction yield, written as a fraction of the theoretical maximum amount of product (1.0 means a 100% yield; for example, 0.34 means a 34% yield). (1) The reactants are [CH2:1]([O:3][C:4]([C:6]1[CH2:7][N:8](CC2C=CC=CC=2)[CH2:9][CH2:10][C:11]=1[C:12]1[CH:17]=[CH:16][C:15]([C:18]2[CH:23]=[CH:22][CH:21]=[CH:20][CH:19]=2)=[CH:14][CH:13]=1)=[O:5])[CH3:2].C(O)(=O)C.[H][H]. The catalyst is C(O)C. The product is [CH2:1]([O:3][C:4]([C@H:6]1[C@@H:11]([C:12]2[CH:13]=[CH:14][C:15]([C:18]3[CH:19]=[CH:20][CH:21]=[CH:22][CH:23]=3)=[CH:16][CH:17]=2)[CH2:10][CH2:9][NH:8][CH2:7]1)=[O:5])[CH3:2]. The yield is 0.860. (2) The reactants are [CH2:1]([C:5]1[N:6]=[C:7]([CH2:27][O:28][CH3:29])[NH:8][C:9](=[O:26])[C:10]=1[CH2:11][C:12]1[CH:17]=[CH:16][C:15]([C:18]2[C:19]([C:24]#[N:25])=[CH:20][CH:21]=[CH:22][CH:23]=2)=[CH:14][CH:13]=1)[CH2:2][CH2:3][CH3:4].C(=O)([O-])[O-].[Cs+].[Cs+].I[CH2:37][C:38]([CH3:41])([CH3:40])[CH3:39].CN(C)C(=O)C. The catalyst is C(OCC)(=O)C. The product is [CH2:1]([C:5]1[N:6]=[C:7]([CH2:27][O:28][CH3:29])[N:8]([CH2:37][C:38]([CH3:41])([CH3:40])[CH3:39])[C:9](=[O:26])[C:10]=1[CH2:11][C:12]1[CH:17]=[CH:16][C:15]([C:18]2[C:19]([C:24]#[N:25])=[CH:20][CH:21]=[CH:22][CH:23]=2)=[CH:14][CH:13]=1)[CH2:2][CH2:3][CH3:4]. The yield is 0.300. (3) The reactants are [NH2:1][C@H:2]1[CH2:7][CH2:6][N:5]([C:8]2[O:9][C:10]([CH:20]([CH3:22])[CH3:21])=[C:11]([C:13]([O:15][CH2:16][CH2:17][CH2:18][CH3:19])=[O:14])[N:12]=2)[CH2:4][C@H:3]1[O:23][CH3:24].[Cl:25][C:26]1[N:27]=[C:28]([C:33](O)=[O:34])[NH:29][C:30]=1[CH2:31][CH3:32].CCN=C=NCCCN(C)C.Cl.C1C=CC2N(O)N=NC=2C=1. The catalyst is ClCCl.CC(N(C)C)=O. The product is [Cl:25][C:26]1[N:27]=[C:28]([C:33]([NH:1][C@H:2]2[CH2:7][CH2:6][N:5]([C:8]3[O:9][C:10]([CH:20]([CH3:21])[CH3:22])=[C:11]([C:13]([O:15][CH2:16][CH2:17][CH2:18][CH3:19])=[O:14])[N:12]=3)[CH2:4][C@H:3]2[O:23][CH3:24])=[O:34])[NH:29][C:30]=1[CH2:31][CH3:32]. The yield is 0.770. (4) The reactants are C[N+]1([C:8]2[N:13]=[C:12]([O:14][CH3:15])[N:11]=[C:10]([O:16][CH3:17])[N:9]=2)CCOCC1.[Cl-].[CH:19]1([C:25]2[NH:29][C:28](=[O:30])[C:27]3([CH2:35][CH2:34][N:33]([S:36](/[CH:39]=[CH:40]/[C:41]4[C:49]([CH3:50])=[CH:48][C:44]([C:45]([OH:47])=[O:46])=[CH:43][C:42]=4[CH3:51])(=[O:38])=[O:37])[CH2:32][CH2:31]3)[N:26]=2)[CH2:24][CH2:23][CH2:22][CH2:21][CH2:20]1. The catalyst is C(O)C. The product is [CH3:17][O:16][C:10]1[N:11]=[C:12]([O:14][CH3:15])[N:13]=[C:8]([O:46][C:45](=[O:47])[C:44]2[CH:48]=[C:49]([CH3:50])[C:41](/[CH:40]=[CH:39]/[S:36]([N:33]3[CH2:32][CH2:31][C:27]4([N:26]=[C:25]([CH:19]5[CH2:24][CH2:23][CH2:22][CH2:21][CH2:20]5)[NH:29][C:28]4=[O:30])[CH2:35][CH2:34]3)(=[O:37])=[O:38])=[C:42]([CH3:51])[CH:43]=2)[N:9]=1. The yield is 0.530. (5) The reactants are [Br:1][C:2]1[C:3]([N:20]2[CH2:25][CH2:24][NH:23][CH2:22][CH2:21]2)=[C:4]2[C:10]([NH:11][C:12](=[O:19])[C:13]3[CH:18]=[CH:17][CH:16]=[N:15][CH:14]=3)=[CH:9][NH:8][C:5]2=[N:6][CH:7]=1.[C:26]([O:30][C:31]([NH:33][CH2:34][C:35](O)=[O:36])=[O:32])([CH3:29])([CH3:28])[CH3:27].C1C=CC2N(O)N=NC=2C=1.O.CCN=C=NCCCN(C)C.CCN(C(C)C)C(C)C. The catalyst is C(Cl)Cl.CN1C(=O)CCC1. The product is [Br:1][C:2]1[C:3]([N:20]2[CH2:25][CH2:24][N:23]([C:35](=[O:36])[CH2:34][NH:33][C:31](=[O:32])[O:30][C:26]([CH3:27])([CH3:28])[CH3:29])[CH2:22][CH2:21]2)=[C:4]2[C:10]([NH:11][C:12](=[O:19])[C:13]3[CH:18]=[CH:17][CH:16]=[N:15][CH:14]=3)=[CH:9][NH:8][C:5]2=[N:6][CH:7]=1. The yield is 0.402. (6) The reactants are [N+:1]([C:4]1[CH:5]=[C:6]2[C:10](=[CH:11][CH:12]=1)[NH:9][CH:8]=[CH:7]2)([O-:3])=[O:2].[OH-].[K+].[CH2:15]1[O:25][C:18]2([CH2:23][CH2:22][C:21](=O)[CH2:20][CH2:19]2)[O:17][CH2:16]1. The catalyst is CO. The product is [N+:1]([C:4]1[CH:5]=[C:6]2[C:10](=[CH:11][CH:12]=1)[NH:9][CH:8]=[C:7]2[C:21]1[CH2:22][CH2:23][C:18]2([O:25][CH2:15][CH2:16][O:17]2)[CH2:19][CH:20]=1)([O-:3])=[O:2]. The yield is 0.680. (7) The reactants are [CH2:1]([O:3][C:4](=[O:13])[C:5]1[CH:10]=[CH:9][C:8](N)=[C:7](N)[CH:6]=1)C.[B:14]1(B2OC(C)(C)C(C)(C)O2)[O:18]C(C)(C)C(C)(C)[O:15]1.C([O-])(=O)C.[K+]. The catalyst is O1CCOCC1.C(OCC)(=O)C.C1C=CC([P]([Pd]([P](C2C=CC=CC=2)(C2C=CC=CC=2)C2C=CC=CC=2)([P](C2C=CC=CC=2)(C2C=CC=CC=2)C2C=CC=CC=2)[P](C2C=CC=CC=2)(C2C=CC=CC=2)C2C=CC=CC=2)(C2C=CC=CC=2)C2C=CC=CC=2)=CC=1. The product is [CH3:1][O:3][C:4]([C:5]1[CH:10]=[CH:9][C:8]([B:14]([OH:18])[OH:15])=[CH:7][CH:6]=1)=[O:13]. The yield is 0.790. (8) The reactants are [CH3:1][O:2][C:3]1[C:11]2[O:10][C:9]([CH3:13])([CH3:12])[CH2:8][C:7]=2[C:6]([CH3:14])=[C:5]([N:15]2[CH2:20][CH2:19][NH:18][CH2:17][CH2:16]2)[C:4]=1[CH3:21].Br[C:23]1[CH:28]=[CH:27][C:26]([CH2:29][CH3:30])=[CH:25][CH:24]=1. No catalyst specified. The product is [CH2:29]([C:26]1[CH:27]=[CH:28][C:23]([N:18]2[CH2:19][CH2:20][N:15]([C:5]3[C:4]([CH3:21])=[C:3]([O:2][CH3:1])[C:11]4[O:10][C:9]([CH3:13])([CH3:12])[CH2:8][C:7]=4[C:6]=3[CH3:14])[CH2:16][CH2:17]2)=[CH:24][CH:25]=1)[CH3:30]. The yield is 0.250. (9) The reactants are [Br:1][C:2]1[CH:8]=[C:7]([N+:9]([O-])=O)[C:5]([NH2:6])=[C:4]([F:12])[CH:3]=1.[Cl-].[NH4+]. The catalyst is C1COCC1.CCO.O.[Fe]. The product is [Br:1][C:2]1[CH:8]=[C:7]([NH2:9])[C:5]([NH2:6])=[C:4]([F:12])[CH:3]=1. The yield is 0.990.